Dataset: Reaction yield outcomes from USPTO patents with 853,638 reactions. Task: Predict the reaction yield, written as a fraction of the theoretical maximum amount of product (1.0 means a 100% yield; for example, 0.34 means a 34% yield). The product is [F:24][C:18]1[CH:37]=[CH:33][CH:34]=[CH:21][C:19]=1[CH2:20][N:14]1[C:15]2[C:11](=[CH:10][C:9]([O:8][CH2:1][C:2]3[CH:3]=[CH:4][CH:5]=[CH:6][CH:7]=3)=[CH:17][CH:16]=2)[CH:12]=[CH:13]1. The reactants are [CH2:1]([O:8][C:9]1[CH:10]=[C:11]2[C:15](=[CH:16][CH:17]=1)[NH:14][CH:13]=[CH:12]2)[C:2]1[CH:7]=[CH:6][CH:5]=[CH:4][CH:3]=1.[CH3:18][C:19]([O-])([CH3:21])[CH3:20].[K+].[F:24]C1C=C(C=CC=1)CBr.[CH2:33]1[CH2:37]OC[CH2:34]1. The yield is 0.440. No catalyst specified.